This data is from Reaction yield outcomes from USPTO patents with 853,638 reactions. The task is: Predict the reaction yield, written as a fraction of the theoretical maximum amount of product (1.0 means a 100% yield; for example, 0.34 means a 34% yield). (1) The reactants are [F:1][C:2]1[CH:7]=[CH:6][CH:5]=[CH:4][C:3]=1[CH:8]([OH:25])[CH2:9][O:10][C:11]1[CH:24]=[CH:23][C:14]([CH2:15][CH:16]2[S:20][C:19](=[O:21])[NH:18][C:17]2=[O:22])=[CH:13][CH:12]=1.CS(C)=O.O=P12OP3(OP(OP(O3)(O1)=O)(=O)O2)=O.C(N(CC)CC)C. The catalyst is C(Cl)Cl.O. The product is [F:1][C:2]1[CH:7]=[CH:6][CH:5]=[CH:4][C:3]=1[C:8](=[O:25])[CH2:9][O:10][C:11]1[CH:24]=[CH:23][C:14]([CH2:15][CH:16]2[S:20][C:19](=[O:21])[NH:18][C:17]2=[O:22])=[CH:13][CH:12]=1. The yield is 0.660. (2) The reactants are [NH:1]1[C:9]2[C:4](=[CH:5][CH:6]=[CH:7][CH:8]=2)[CH2:3][C:2]1=[O:10].C([Li])CCC.CN(C)CCN(C)C.I[CH2:25][CH2:26][CH2:27][CH2:28][CH2:29]I.[Cl-].[NH4+]. The catalyst is O1CCCC1.CCOC(C)=O. The product is [NH:1]1[C:9]2[C:4](=[CH:5][CH:6]=[CH:7][CH:8]=2)[C:3]2([CH2:29][CH2:28][CH2:27][CH2:26][CH2:25]2)[C:2]1=[O:10]. The yield is 0.696. (3) The reactants are [F:1][C:2]1[CH:7]=[CH:6][C:5]([NH:8][C:9]2[N:10]([CH3:28])[C:11]3[C:20]4[C:19](=[O:21])[NH:18][C:17]([CH:22]([OH:25])[CH:23]=[CH2:24])=[C:16]([CH3:26])[C:15]=4[CH:14]=[CH:13][C:12]=3[N:27]=2)=[C:4]([CH3:29])[CH:3]=1.C(N(CC)CC)C.[C:37](OC(=O)C)(=[O:39])[CH3:38].[Cl-].[NH4+]. The catalyst is CN(C1C=CN=CC=1)C.C1COCC1. The product is [F:1][C:2]1[CH:7]=[CH:6][C:5]([NH:8][C:9]2[N:10]([CH3:28])[C:11]3[C:20]4[C:19](=[O:21])[NH:18][C:17]([CH:22]([O:25][C:37](=[O:39])[CH3:38])[CH:23]=[CH2:24])=[C:16]([CH3:26])[C:15]=4[CH:14]=[CH:13][C:12]=3[N:27]=2)=[C:4]([CH3:29])[CH:3]=1. The yield is 0.550. (4) The reactants are C(O[BH-](OC(=O)C)OC(=O)C)(=O)C.[Na+].[NH:15]1[CH2:20][CH2:19][CH2:18][CH2:17][CH2:16]1.[Cl:21][C:22]1[CH:23]=[C:24]([CH:27]=[CH:28][C:29]=1[O:30][CH2:31][CH2:32][N:33]1[C:37]([O:38][CH2:39][CH3:40])=[CH:36][C:35]([C:41]2[CH:46]=[CH:45][CH:44]=[CH:43][CH:42]=2)=[N:34]1)[CH:25]=O.C(Cl)Cl.CO.[NH4+].[OH-]. The catalyst is ClCCCl. The product is [Cl:21][C:22]1[CH:23]=[C:24]([CH:27]=[CH:28][C:29]=1[O:30][CH2:31][CH2:32][N:33]1[C:37]([O:38][CH2:39][CH3:40])=[CH:36][C:35]([C:41]2[CH:42]=[CH:43][CH:44]=[CH:45][CH:46]=2)=[N:34]1)[CH2:25][N:15]1[CH2:20][CH2:19][CH2:18][CH2:17][CH2:16]1. The yield is 0.410. (5) The reactants are Cl.C([N:9]1[CH2:32][CH:31]([CH2:33][OH:34])[O:30][C:11]2([CH2:16][CH2:15][N:14]([C:17]([C:19]3[CH:24]=[CH:23][C:22]([O:25][CH:26]([CH3:28])[CH3:27])=[C:21]([CH3:29])[CH:20]=3)=[O:18])[CH2:13][CH2:12]2)[CH2:10]1)C1C=CC=CC=1.[H-].[Na+].I[CH2:38][CH3:39].C([O-])=O.[NH4+]. The catalyst is CN(C=O)C.CCOC(C)=O.CO.[Pd]. The product is [CH2:38]([O:34][CH2:33][CH:31]1[O:30][C:11]2([CH2:16][CH2:15][N:14]([C:17]([C:19]3[CH:24]=[CH:23][C:22]([O:25][CH:26]([CH3:28])[CH3:27])=[C:21]([CH3:29])[CH:20]=3)=[O:18])[CH2:13][CH2:12]2)[CH2:10][NH:9][CH2:32]1)[CH3:39]. The yield is 0.740.